Dataset: Experimentally validated miRNA-target interactions with 360,000+ pairs, plus equal number of negative samples. Task: Binary Classification. Given a miRNA mature sequence and a target amino acid sequence, predict their likelihood of interaction. The miRNA is mmu-miR-7000-3p with sequence CACCCACCUGCCUGUCCUCCAG. The protein sequence of the target gene is MVALSLKISIGNVVKTMQFEPSTMVYDACRMIRERIPEALAGPPNDFGLFLSDDDPKKGIWLEAGKALDYYMLRNGDTMEYRKKQRPLKIRMLDGTVKTIMVDDSKTVTDMLMTICARIGITNHDEYSLVRELMEEKKDEGTGTLRKDKTLLRDEKKMEKLKQKLHTDDELNWLDHGRTLREQGVEEHETLLLRRKFFYSDQNVDSRDPVQLNLLYVQARDDILNGSHPVSFDKACEFAGFQCQIQFGPHNEQKHKAGFLDLKDFLPKEYVKQKGERKIFQAHKNCGQMSEIEAKVRYVK.... Result: 0 (no interaction).